This data is from Catalyst prediction with 721,799 reactions and 888 catalyst types from USPTO. The task is: Predict which catalyst facilitates the given reaction. (1) Reactant: [OH:1][C:2]1[C:11]2[C:6](=[C:7]([OH:12])[CH:8]=[CH:9][CH:10]=2)[CH:5]=[CH:4][CH:3]=1.[Br:13][C:14]1[CH:15]=[C:16]([CH:19]=[C:20]([O:24][CH3:25])[C:21]=1[O:22][CH3:23])[CH:17]=O.[C:26](#[N:30])[CH2:27][C:28]#[N:29].C1N2CCN(CC2)C1. Product: [NH2:30][C:26]1[O:1][C:2]2[C:3]([CH:17]([C:16]3[CH:19]=[C:20]([O:24][CH3:25])[C:21]([O:22][CH3:23])=[C:14]([Br:13])[CH:15]=3)[C:27]=1[C:28]#[N:29])=[CH:4][CH:5]=[C:6]1[C:7]([OH:12])=[CH:8][CH:9]=[CH:10][C:11]=21. The catalyst class is: 40. (2) Reactant: [Br:1][C:2]1[CH:10]=[CH:9][C:8]([I:11])=[CH:7][C:3]=1[C:4](O)=[O:5].C1COCC1.B.CC(OI1(OC(C)=O)(OC(C)=O)OC(=O)C2C=CC=CC1=2)=O. Product: [Br:1][C:2]1[CH:10]=[CH:9][C:8]([I:11])=[CH:7][C:3]=1[CH:4]=[O:5]. The catalyst class is: 5.